From a dataset of Forward reaction prediction with 1.9M reactions from USPTO patents (1976-2016). Predict the product of the given reaction. (1) Given the reactants [C:1]([C:3]1[C:4]([N:18]2[CH2:23][CH2:22][NH:21][CH2:20][CH2:19]2)=[N:5][C:6]([C:14]([F:17])([F:16])[F:15])=[C:7]([CH:13]=1)[C:8]([O:10][CH2:11][CH3:12])=[O:9])#[N:2].[N:24]([CH2:27][C:28]1[CH:33]=[CH:32][CH:31]=[CH:30][C:29]=1[CH3:34])=[C:25]=[O:26], predict the reaction product. The product is: [C:1]([C:3]1[C:4]([N:18]2[CH2:23][CH2:22][N:21]([C:25]([NH:24][CH2:27][C:28]3[CH:33]=[CH:32][CH:31]=[CH:30][C:29]=3[CH3:34])=[O:26])[CH2:20][CH2:19]2)=[N:5][C:6]([C:14]([F:15])([F:17])[F:16])=[C:7]([CH:13]=1)[C:8]([O:10][CH2:11][CH3:12])=[O:9])#[N:2]. (2) Given the reactants Cl.[NH2:2][CH2:3][CH2:4][CH2:5][NH:6][C:7]([CH:9]1[CH2:12][CH2:11][CH2:10]1)=[O:8].C(N(CC)CC)C.[Cl:20][C:21]1[N:26]=[C:25](Cl)[C:24]([Br:28])=[CH:23][N:22]=1, predict the reaction product. The product is: [Br:28][C:24]1[C:23]([NH:2][CH2:3][CH2:4][CH2:5][NH:6][C:7]([CH:9]2[CH2:12][CH2:11][CH2:10]2)=[O:8])=[N:22][C:21]([Cl:20])=[N:26][CH:25]=1.